Dataset: Forward reaction prediction with 1.9M reactions from USPTO patents (1976-2016). Task: Predict the product of the given reaction. Given the reactants [NH2:1][C:2]1[CH:10]=[CH:9][C:5]([C:6]([OH:8])=O)=[CH:4][N:3]=1.[CH2:11]([N:18]1[CH2:23][CH2:22][NH:21][CH2:20][CH2:19]1)[C:12]1[CH:17]=[CH:16][CH:15]=[CH:14][CH:13]=1.C(N(CC)CC)C.O.ON1C2C=CC=CC=2N=N1.Cl.CN(C)CCCN=C=NCC, predict the reaction product. The product is: [NH2:1][C:2]1[N:3]=[CH:4][C:5]([C:6]([N:21]2[CH2:22][CH2:23][N:18]([CH2:11][C:12]3[CH:13]=[CH:14][CH:15]=[CH:16][CH:17]=3)[CH2:19][CH2:20]2)=[O:8])=[CH:9][CH:10]=1.